This data is from Catalyst prediction with 721,799 reactions and 888 catalyst types from USPTO. The task is: Predict which catalyst facilitates the given reaction. (1) Reactant: [Br:1][C:2]1[C:3]([O:22]C)=[C:4]([C:10]2[C:19](=[O:20])[C:18]3[C:13](=[CH:14][C:15]([OH:21])=[CH:16][CH:17]=3)[O:12][CH:11]=2)[CH:5]=[C:6]([O:8]C)[CH:7]=1.B(Br)(Br)Br. Product: [Br:1][C:2]1[C:3]([OH:22])=[C:4]([C:10]2[C:19](=[O:20])[C:18]3[C:13](=[CH:14][C:15]([OH:21])=[CH:16][CH:17]=3)[O:12][CH:11]=2)[CH:5]=[C:6]([OH:8])[CH:7]=1. The catalyst class is: 2. (2) Reactant: [CH2:1]([O:3][CH:4]([CH2:10][C:11]1[CH:16]=[CH:15][C:14]([O:17][CH2:18][CH:19]([OH:28])[C:20]2[CH:25]=[CH:24][CH:23]=[C:22]([O:26][CH3:27])[CH:21]=2)=[CH:13][CH:12]=1)[C:5]([O:7][CH2:8][CH3:9])=[O:6])[CH3:2].OI1(=O)C2C=CC=CC=2C(=O)O1. Product: [CH2:8]([O:7][C:5](=[O:6])[CH:4]([O:3][CH2:1][CH3:2])[CH2:10][C:11]1[CH:12]=[CH:13][C:14]([O:17][CH2:18][C:19]([C:20]2[CH:25]=[CH:24][CH:23]=[C:22]([O:26][CH3:27])[CH:21]=2)=[O:28])=[CH:15][CH:16]=1)[CH3:9]. The catalyst class is: 25. (3) Reactant: [CH3:1][N:2]1[CH2:15][CH2:14][C:5]2[NH:6][C:7]3[CH:8]=[CH:9][C:10]([CH3:13])=[CH:11][C:12]=3[C:4]=2[CH2:3]1.[H-].[Na+].[C:18]1([C:24]2([C:27]3[CH:32]=[CH:31][CH:30]=[CH:29][CH:28]=3)[CH2:26][O:25]2)[CH:23]=[CH:22][CH:21]=[CH:20][CH:19]=1. Product: [CH3:1][N:2]1[CH2:15][CH2:14][C:5]2[N:6]([CH2:26][C:24]([C:27]3[CH:32]=[CH:31][CH:30]=[CH:29][CH:28]=3)([C:18]3[CH:23]=[CH:22][CH:21]=[CH:20][CH:19]=3)[OH:25])[C:7]3[CH:8]=[CH:9][C:10]([CH3:13])=[CH:11][C:12]=3[C:4]=2[CH2:3]1. The catalyst class is: 3. (4) Reactant: [Br:1][C:2]1[CH:3]=[CH:4][C:5]([C:8]([NH:10][CH2:11][CH:12](OC)[O:13]C)=[O:9])=[N:6][CH:7]=1.Cl.C([O-])(O)=O.[Na+]. Product: [Br:1][C:2]1[CH:3]=[CH:4][C:5]([C:8]([NH:10][CH2:11][CH:12]=[O:13])=[O:9])=[N:6][CH:7]=1. The catalyst class is: 2. (5) Reactant: [CH2:1](OC(OCC)CBr)[CH3:2].Cl.C([O-])(=O)C.[Na+].[NH2:16][C:17]1[NH:22][C:21](=[O:23])[CH:20]=[C:19]([NH2:24])[N:18]=1. Product: [NH2:16][C:17]1[NH:22][C:21](=[O:23])[C:20]2[CH:2]=[CH:1][NH:24][C:19]=2[N:18]=1. The catalyst class is: 6. (6) Reactant: C(O[C:4]1[C:5](=[O:20])[C:6](=[O:19])[C:7]=1[NH:8][C:9]1[C:17]2[O:16][C:15](=[O:18])[NH:14][C:13]=2[CH:12]=[CH:11][CH:10]=1)C.[CH3:21][C:22]1[O:26][C:25]([CH:27]([NH2:33])[C:28]2([CH3:32])[CH2:31][O:30][CH2:29]2)=[CH:24][CH:23]=1. Product: [CH3:21][C:22]1[O:26][C:25]([CH:27]([NH:33][C:4]2[C:5](=[O:20])[C:6](=[O:19])[C:7]=2[NH:8][C:9]2[C:17]3[O:16][C:15](=[O:18])[NH:14][C:13]=3[CH:12]=[CH:11][CH:10]=2)[C:28]2([CH3:32])[CH2:29][O:30][CH2:31]2)=[CH:24][CH:23]=1. The catalyst class is: 5. (7) Reactant: [CH2:1]([O:3][C:4](=[O:18])[CH2:5][CH:6]1[O:10][B:9]([OH:11])[C:8]2[CH:12]=[C:13]([OH:17])[CH:14]=[C:15]([F:16])[C:7]1=2)[CH3:2].C(=O)([O-])[O-].[Cs+].[Cs+].Cl[C:26]1[CH:31]=[N:30][CH:29]=[CH:28][N:27]=1. Product: [CH2:1]([O:3][C:4](=[O:18])[CH2:5][CH:6]1[O:10][B:9]([OH:11])[C:8]2[CH:12]=[C:13]([O:17][C:26]3[CH:31]=[N:30][CH:29]=[CH:28][N:27]=3)[CH:14]=[C:15]([F:16])[C:7]1=2)[CH3:2]. The catalyst class is: 3. (8) Reactant: [N:1]1([C:7]([N:9]2[CH2:15][C:14]3[CH:16]=[CH:17][C:18]([C:20]([O:22]C)=O)=[CH:19][C:13]=3[O:12][CH2:11][CH2:10]2)=[O:8])[CH2:6][CH2:5][CH2:4][CH2:3][CH2:2]1.[OH-:24].[Na+].[NH2:26]O.Cl. Product: [OH:24][NH:26][C:20]([C:18]1[CH:17]=[CH:16][C:14]2[CH2:15][N:9]([C:7]([N:1]3[CH2:6][CH2:5][CH2:4][CH2:3][CH2:2]3)=[O:8])[CH2:10][CH2:11][O:12][C:13]=2[CH:19]=1)=[O:22]. The catalyst class is: 36. (9) Reactant: [CH2:1]([Mg]Br)[CH:2]=[CH2:3].[O:6]1[CH2:11][CH2:10][C:9](=[O:12])[CH2:8][CH2:7]1. Product: [CH2:3]([C:9]1([OH:12])[CH2:10][CH2:11][O:6][CH2:7][CH2:8]1)[CH:2]=[CH2:1]. The catalyst class is: 1. (10) Reactant: C([O:8][C:9]1[CH:10]=[C:11]([N+:29]([O-])=O)[C:12]([CH2:26][CH2:27][Cl:28])=[C:13]2[C:17]=1[NH:16][C:15]([C:18]([O:20][CH3:21])=[O:19])=[C:14]2[C:22]([O:24][CH3:25])=[O:23])C1C=CC=CC=1.C(OC1C=C([N+]([O-])=O)C(Cl)=CC=1N)C1C=CC=CC=1.CCN=C=NCCCN(C)C.[CH3:62][O:63][C:64]1[CH:65]=[C:66]2[C:70](=[C:71]([O:75][CH3:76])[C:72]=1[O:73][CH3:74])[NH:69][C:68]([C:77](O)=[O:78])=[CH:67]2. Product: [Cl:28][CH2:27][CH2:26][C:12]1[C:11]([NH:29][C:77]([C:68]2[NH:69][C:70]3[C:66]([CH:67]=2)=[CH:65][C:64]([O:63][CH3:62])=[C:72]([O:73][CH3:74])[C:71]=3[O:75][CH3:76])=[O:78])=[CH:10][C:9]([OH:8])=[C:17]2[C:13]=1[C:14]([C:22]([O:24][CH3:25])=[O:23])=[C:15]([C:18]([O:20][CH3:21])=[O:19])[NH:16]2. The catalyst class is: 354.